From a dataset of Forward reaction prediction with 1.9M reactions from USPTO patents (1976-2016). Predict the product of the given reaction. Given the reactants [CH3:1][C@H:2]1[CH2:7][CH2:6][C@H:5]([C:8](Cl)=[O:9])[CH2:4][CH2:3]1.[CH3:11][O:12][C:13]([C:15]1[S:16][C:17]([C:31]2[CH2:36][CH2:35][CH2:34][CH2:33][CH:32]=2)=[CH:18][C:19]=1[NH:20][CH:21]1[CH2:29][CH:28]2[N:24]([C:25](=[O:30])[CH2:26][CH2:27]2)[CH2:23][CH2:22]1)=[O:14].N1C=CC=CC=1.CO, predict the reaction product. The product is: [CH3:11][O:12][C:13]([C:15]1[S:16][C:17]([C:31]2[CH2:36][CH2:35][CH2:34][CH2:33][CH:32]=2)=[CH:18][C:19]=1[N:20]([C:8]([C@H:5]1[CH2:6][CH2:7][C@H:2]([CH3:1])[CH2:3][CH2:4]1)=[O:9])[CH:21]1[CH2:29][CH:28]2[N:24]([C:25](=[O:30])[CH2:26][CH2:27]2)[CH2:23][CH2:22]1)=[O:14].